This data is from Reaction yield outcomes from USPTO patents with 853,638 reactions. The task is: Predict the reaction yield, written as a fraction of the theoretical maximum amount of product (1.0 means a 100% yield; for example, 0.34 means a 34% yield). (1) The reactants are [CH2:1]([N:3]([CH2:21][CH3:22])[CH2:4][CH2:5][N:6]1[CH2:13][CH2:12][CH2:11][CH2:10][C:9]2[NH:14][C:15]([CH:18]=O)=[C:16]([CH3:17])[C:8]=2[C:7]1=[O:20])[CH3:2].[Br:23][C:24]1[CH:25]=[C:26]2[C:30](=[CH:31][CH:32]=1)[NH:29][C:28](=[O:33])[CH2:27]2. No catalyst specified. The product is [Br:23][C:24]1[CH:25]=[C:26]2[C:30](=[CH:31][CH:32]=1)[NH:29][C:28](=[O:33])[C:27]2=[CH:18][C:15]1[NH:14][C:9]2[CH2:10][CH2:11][CH2:12][CH2:13][N:6]([CH2:5][CH2:4][N:3]([CH2:21][CH3:22])[CH2:1][CH3:2])[C:7](=[O:20])[C:8]=2[C:16]=1[CH3:17]. The yield is 0.680. (2) The reactants are [H-].[Na+].[CH2:3]([N:5]([CH2:8][CH2:9][OH:10])[CH2:6][CH3:7])[CH3:4].Cl[C:12]1[C:25]2[C:16](=[C:17]3[C:22](=[CH:23][CH:24]=2)[CH:21]=[CH:20][CH:19]=[N:18]3)[N:15]=[C:14]([CH3:26])[CH:13]=1. The catalyst is C1COCC1. The product is [CH2:3]([N:5]([CH2:6][CH3:7])[CH2:8][CH2:9][O:10][C:12]1[C:25]2[C:16](=[C:17]3[C:22](=[CH:23][CH:24]=2)[CH:21]=[CH:20][CH:19]=[N:18]3)[N:15]=[C:14]([CH3:26])[CH:13]=1)[CH3:4]. The yield is 0.630. (3) The reactants are [OH:1][C@@H:2]([C:9]1[CH:14]=[CH:13][C:12]([N+:15]([O-:17])=[O:16])=[CH:11][CH:10]=1)[CH2:3][NH:4][CH2:5][CH2:6][CH2:7][OH:8].[C:18](O[C:18]([O:20][C:21]([CH3:24])([CH3:23])[CH3:22])=[O:19])([O:20][C:21]([CH3:24])([CH3:23])[CH3:22])=[O:19]. The catalyst is ClCCl. The product is [OH:1][C@@H:2]([C:9]1[CH:10]=[CH:11][C:12]([N+:15]([O-:17])=[O:16])=[CH:13][CH:14]=1)[CH2:3][N:4]([CH2:5][CH2:6][CH2:7][OH:8])[C:18](=[O:19])[O:20][C:21]([CH3:24])([CH3:23])[CH3:22]. The yield is 0.620. (4) The reactants are [OH:1][C:2]1[CH:7]=[C:6]([O:8][CH3:9])[CH:5]=[CH:4][C:3]=1[C:10]([C:12]1[CH:17]=[CH:16][C:15]([O:18][CH2:19][C:20]2[N:21]=[C:22]([C:26]3[CH:31]=[CH:30][CH:29]=[CH:28][CH:27]=3)[O:23][C:24]=2[CH3:25])=[CH:14][CH:13]=1)=[O:11].Br[CH:33]([CH3:41])[C:34]([O:36]C(C)(C)C)=[O:35].C(=O)([O-])[O-].[K+].[K+].S([O-])([O-])(=O)=O.[Mg+2]. The catalyst is O.CN(C)C=O. The product is [CH3:9][O:8][C:6]1[CH:5]=[CH:4][C:3]([C:10](=[O:11])[C:12]2[CH:13]=[CH:14][C:15]([O:18][CH2:19][C:20]3[N:21]=[C:22]([C:26]4[CH:27]=[CH:28][CH:29]=[CH:30][CH:31]=4)[O:23][C:24]=3[CH3:25])=[CH:16][CH:17]=2)=[C:2]([CH:7]=1)[O:1][CH:33]([CH3:41])[C:34]([OH:36])=[O:35]. The yield is 0.900. (5) The reactants are [NH2:1][C:2]1[C:3]([C:12]([C:14]2[CH:19]=[CH:18][C:17]([O:20][CH3:21])=[CH:16][CH:15]=2)=O)=[CH:4][CH:5]=[C:6]2[C:11]=1[N:10]=[CH:9][CH:8]=[CH:7]2.[CH3:22][NH:23][S:24](Cl)(=[O:26])=[O:25].[BH4-].[Na+]. The catalyst is N1C=CC=CC=1. The product is [CH3:21][O:20][C:17]1[CH:18]=[CH:19][C:14]([CH:12]2[C:3]3[CH:4]=[CH:5][C:6]4[C:11](=[N:10][CH:9]=[CH:8][CH:7]=4)[C:2]=3[NH:1][S:24](=[O:26])(=[O:25])[N:23]2[CH3:22])=[CH:15][CH:16]=1. The yield is 0.0700. (6) No catalyst specified. The reactants are [Cl:1][C:2]1[CH:14]=[C:13]([O:15][CH2:16][CH:17]=[C:18]([Cl:20])[Cl:19])[CH:12]=[C:11]([Cl:21])[C:3]=1[O:4][CH2:5][CH2:6][CH2:7][CH2:8]C=O.Cl.[C:23]([O:27][NH2:28])([CH3:26])([CH3:25])[CH3:24].Cl.N1C=CC=C[CH:31]=1. The product is [C:23]([O:27][N:28]=[CH:8][CH2:7][CH2:6][CH:5]([O:4][C:3]1[C:11]([Cl:21])=[CH:12][C:13]([O:15][CH2:16][CH:17]=[C:18]([Cl:19])[Cl:20])=[CH:14][C:2]=1[Cl:1])[CH3:31])([CH3:26])([CH3:25])[CH3:24]. The yield is 0.500.